From a dataset of Reaction yield outcomes from USPTO patents with 853,638 reactions. Predict the reaction yield, written as a fraction of the theoretical maximum amount of product (1.0 means a 100% yield; for example, 0.34 means a 34% yield). The reactants are [Si]([O:8][C@@H:9]1[C@@:42]2([CH3:43])[C:13](=[CH:14][CH:15]=[C:16]3[C@@H:41]2[CH2:40][CH2:39][C@@:38]2([CH3:44])[C@H:17]3[CH2:18][CH:19]=[C:20]2[C@@H:21]([O:23][CH2:24]/[CH:25]=[CH:26]/[C:27]([CH3:37])([O:29][Si](CC)(CC)CC)[CH3:28])[CH3:22])[CH2:12][C@@H:11]([O:45][Si](C(C)(C)C)(C)C)[CH2:10]1)(C(C)(C)C)(C)C.[F-].C([N+](CCCC)(CCCC)CCCC)CCC. The catalyst is O1CCCC1. The product is [OH:8][C@@H:9]1[C@@:42]2([CH3:43])[C:13](=[CH:14][CH:15]=[C:16]3[C@@H:41]2[CH2:40][CH2:39][C@@:38]2([CH3:44])[C@H:17]3[CH2:18][CH:19]=[C:20]2[C@@H:21]([O:23][CH2:24]/[CH:25]=[CH:26]/[C:27]([OH:29])([CH3:28])[CH3:37])[CH3:22])[CH2:12][C@@H:11]([OH:45])[CH2:10]1. The yield is 0.340.